This data is from Catalyst prediction with 721,799 reactions and 888 catalyst types from USPTO. The task is: Predict which catalyst facilitates the given reaction. Reactant: Cl[C:2]1[N:7]=[C:6]([C:8]2[CH:13]=[CH:12][C:11]([N+:14]([O-:16])=[O:15])=[CH:10][CH:9]=2)[N:5]=[C:4]2[N:17]([CH2:20][C:21]([F:24])([F:23])[F:22])[N:18]=[CH:19][C:3]=12.Cl.[C@H:26]12[CH2:32][C@H:29]([NH:30][CH2:31]1)[CH2:28][O:27]2.C(N(CC)CC)C. Product: [N+:14]([C:11]1[CH:12]=[CH:13][C:8]([C:6]2[N:5]=[C:4]3[N:17]([CH2:20][C:21]([F:24])([F:23])[F:22])[N:18]=[CH:19][C:3]3=[C:2]([N:30]3[CH2:31][C@@H:26]4[CH2:32][C@H:29]3[CH2:28][O:27]4)[N:7]=2)=[CH:9][CH:10]=1)([O-:16])=[O:15]. The catalyst class is: 8.